Dataset: Forward reaction prediction with 1.9M reactions from USPTO patents (1976-2016). Task: Predict the product of the given reaction. (1) Given the reactants [F:1][C:2]1[CH:7]=[CH:6][C:5]([F:8])=[CH:4][C:3]=1[S:9]([NH:12][C:13]1[CH:14]=[C:15]([CH:20]=[CH:21][CH:22]=1)[C:16]([O:18]C)=O)(=[O:11])=[O:10].[Cl:23][C:24]1[N:29]=[C:28]([CH3:30])[CH:27]=[CH:26][N:25]=1, predict the reaction product. The product is: [Cl:23][C:24]1[N:29]=[C:28](/[CH:30]=[C:16](/[C:15]2[CH:14]=[C:13]([NH:12][S:9]([C:3]3[CH:4]=[C:5]([F:8])[CH:6]=[CH:7][C:2]=3[F:1])(=[O:10])=[O:11])[CH:22]=[CH:21][CH:20]=2)\[OH:18])[CH:27]=[CH:26][N:25]=1. (2) Given the reactants [CH:1]1[C:11]2[CH:10]=[CH:9][C:8]3[CH:12]=[CH:13][CH:14]=[CH:15][C:7]=3[C:6](=[CH:16][C:17](OCC)=[O:18])[C:5]=2[CH:4]=[CH:3][CH:2]=1.CCCCCC, predict the reaction product. The product is: [CH:1]1[C:11]2[CH:10]=[CH:9][C:8]3[CH:12]=[CH:13][CH:14]=[CH:15][C:7]=3[C:6](=[CH:16][CH2:17][OH:18])[C:5]=2[CH:4]=[CH:3][CH:2]=1.